Dataset: TCR-epitope binding with 47,182 pairs between 192 epitopes and 23,139 TCRs. Task: Binary Classification. Given a T-cell receptor sequence (or CDR3 region) and an epitope sequence, predict whether binding occurs between them. (1) The epitope is KLGGALQAK. The TCR CDR3 sequence is CSVEVGAGALEQYF. Result: 0 (the TCR does not bind to the epitope). (2) The epitope is VLWAHGFEL. The TCR CDR3 sequence is CASSLDTGGAGELFF. Result: 1 (the TCR binds to the epitope). (3) The TCR CDR3 sequence is CASSLGTVSGMYTGELFF. Result: 1 (the TCR binds to the epitope). The epitope is GTSGSPIINR. (4) The epitope is TLIGDCATV. The TCR CDR3 sequence is CASSHPLAAGAYEQYF. Result: 1 (the TCR binds to the epitope). (5) Result: 0 (the TCR does not bind to the epitope). The TCR CDR3 sequence is CASSPTGGSGDTQYF. The epitope is CTELKLSDY. (6) Result: 0 (the TCR does not bind to the epitope). The TCR CDR3 sequence is CASSRRTSGASDTQYF. The epitope is RLQSLQTYV.